Dataset: Reaction yield outcomes from USPTO patents with 853,638 reactions. Task: Predict the reaction yield, written as a fraction of the theoretical maximum amount of product (1.0 means a 100% yield; for example, 0.34 means a 34% yield). (1) The reactants are [CH2:1]([O:8][C:9]1[C:10]([NH:37][C:38]2[CH:43]=[CH:42][CH:41]=[CH:40][C:39]=2[N+:44]([O-])=O)=[C:11]([CH3:36])[C:12]2[CH2:13][C@H:14]3[N:25]([C:26]([O:28][CH2:29][C:30]4[CH:35]=[CH:34][CH:33]=[CH:32][CH:31]=4)=[O:27])[CH2:24][CH2:23][C@@:20]4([C:21]=2[CH:22]=1)[C@H:15]3[CH2:16][CH2:17][CH2:18][CH2:19]4)[C:2]1[CH:7]=[CH:6][CH:5]=[CH:4][CH:3]=1.O.NN. The catalyst is CO.[Ni]. The product is [NH2:44][C:39]1[CH:40]=[CH:41][CH:42]=[CH:43][C:38]=1[NH:37][C:10]1[C:9]([O:8][CH2:1][C:2]2[CH:3]=[CH:4][CH:5]=[CH:6][CH:7]=2)=[CH:22][C:21]2[C@:20]34[CH2:23][CH2:24][N:25]([C:26]([O:28][CH2:29][C:30]5[CH:31]=[CH:32][CH:33]=[CH:34][CH:35]=5)=[O:27])[C@@H:14]([C@@H:15]3[CH2:16][CH2:17][CH2:18][CH2:19]4)[CH2:13][C:12]=2[C:11]=1[CH3:36]. The yield is 0.930. (2) The reactants are [C:1]1([C:7]2[O:11][N:10]=[C:9]([CH2:12][OH:13])[C:8]=2[C:14]([F:17])([F:16])[F:15])[CH:6]=[CH:5][CH:4]=[CH:3][CH:2]=1.CC(OI1(OC(C)=O)(OC(C)=O)OC(=O)C2C=CC=CC1=2)=O.S([O-])([O-])(=O)=S.[Na+].[Na+].C(=O)(O)[O-]. The catalyst is ClCCl. The product is [C:1]1([C:7]2[O:11][N:10]=[C:9]([CH:12]=[O:13])[C:8]=2[C:14]([F:16])([F:17])[F:15])[CH:2]=[CH:3][CH:4]=[CH:5][CH:6]=1. The yield is 1.00. (3) The reactants are [CH3:1][N:2]1[C:6]([OH:7])=[CH:5][C:4]([C:8]([F:11])([F:10])[F:9])=[N:3]1.[Cl:12][C:13]1[CH:20]=[CH:19][C:16]([C:17]#[N:18])=[CH:15][C:14]=1F.[H-].[Na+].Cl.NO.[C:27](=[O:30])([O-])[OH:28].[Na+].C(N1C=CN=C1)([N:34]1C=CN=C1)=O.N12CCCN=C1CCCCC2. The catalyst is CN1CCCC1=O.CS(C)=O.ClCCl.O. The product is [Cl:12][C:13]1[CH:20]=[CH:19][C:16]([C:17]2[NH:34][C:27](=[O:30])[O:28][N:18]=2)=[CH:15][C:14]=1[O:7][C:6]1[N:2]([CH3:1])[N:3]=[C:4]([C:8]([F:9])([F:10])[F:11])[CH:5]=1. The yield is 0.0600. (4) The reactants are Cl[C:2]1[CH:3]=[CH:4][C:5]([N+:15]([O-:17])=[O:16])=[C:6]([N:8]2[CH2:13][CH2:12][CH2:11][CH:10]([F:14])[CH2:9]2)[CH:7]=1.[CH3:18][N:19]1[CH2:24][CH2:23][NH:22][CH2:21][CH2:20]1. The catalyst is C(Cl)Cl. The product is [F:14][CH:10]1[CH2:11][CH2:12][CH2:13][N:8]([C:6]2[CH:7]=[C:2]([N:22]3[CH2:23][CH2:24][N:19]([CH3:18])[CH2:20][CH2:21]3)[CH:3]=[CH:4][C:5]=2[N+:15]([O-:17])=[O:16])[CH2:9]1. The yield is 0.930. (5) The reactants are [Cl:1][C:2]1[CH:3]=[C:4]([CH2:9][N:10]2[CH:14]=[C:13]([NH:15][C:16]([C:18]3[CH:19]=[C:20]4[C:25](=[CH:26][CH:27]=3)[CH2:24][N:23](C(OC(C)(C)C)=O)[CH2:22][CH2:21]4)=[O:17])[CH:12]=[N:11]2)[CH:5]=[CH:6][C:7]=1[Cl:8].Cl. The catalyst is CCOC(C)=O. The product is [ClH:1].[Cl:1][C:2]1[CH:3]=[C:4]([CH2:9][N:10]2[CH:14]=[C:13]([NH:15][C:16]([C:18]3[CH:19]=[C:20]4[C:25](=[CH:26][CH:27]=3)[CH2:24][NH:23][CH2:22][CH2:21]4)=[O:17])[CH:12]=[N:11]2)[CH:5]=[CH:6][C:7]=1[Cl:8]. The yield is 0.510. (6) The reactants are C[O:2][C:3]([C:5]1([C:18]2[CH:23]=[CH:22][C:21]([Cl:24])=[CH:20][CH:19]=2)[CH2:10][CH2:9][N:8]([C:11]([O:13][C:14]([CH3:17])([CH3:16])[CH3:15])=[O:12])[CH2:7][CH2:6]1)=O.[H-].[Al+3].[Li+].[H-].[H-].[H-].O. The catalyst is CCOCC. The product is [C:14]([O:13][C:11]([N:8]1[CH2:7][CH2:6][C:5]([C:18]2[CH:23]=[CH:22][C:21]([Cl:24])=[CH:20][CH:19]=2)([CH2:3][OH:2])[CH2:10][CH2:9]1)=[O:12])([CH3:17])([CH3:15])[CH3:16]. The yield is 0.460. (7) The reactants are Cl[C:2]([O:4][C:5]1[CH:10]=[CH:9][CH:8]=[CH:7][CH:6]=1)=[O:3].[N:11]12[CH2:19][CH2:18][CH:15]([CH2:16][CH2:17]1)[NH:14][CH2:13][CH2:12]2.N1C=CC=CC=1. The catalyst is CN(C)C1C=CN=CC=1.C(Cl)Cl. The product is [C:5]1([O:4][C:2]([N:14]2[CH:15]3[CH2:18][CH2:19][N:11]([CH2:17][CH2:16]3)[CH2:12][CH2:13]2)=[O:3])[CH:10]=[CH:9][CH:8]=[CH:7][CH:6]=1. The yield is 0.370. (8) The reactants are [F:1][C:2]1[CH:7]=[CH:6][C:5]([C:8]2[O:9][CH:10]=[C:11]([C:13]([CH3:17])([CH3:16])[CH2:14][NH2:15])[N:12]=2)=[CH:4][CH:3]=1.[F:18][C:19]([F:35])([F:34])[C:20]1[O:24][N:23]=[C:22]([C:25]2[CH:26]=[C:27]([CH:31]=[CH:32][CH:33]=2)[C:28](O)=[O:29])[N:21]=1. No catalyst specified. The product is [F:1][C:2]1[CH:3]=[CH:4][C:5]([C:8]2[O:9][CH:10]=[C:11]([C:13]([CH3:17])([CH3:16])[CH2:14][NH:15][C:28](=[O:29])[C:27]3[CH:31]=[CH:32][CH:33]=[C:25]([C:22]4[N:21]=[C:20]([C:19]([F:35])([F:34])[F:18])[O:24][N:23]=4)[CH:26]=3)[N:12]=2)=[CH:6][CH:7]=1. The yield is 0.120.